Dataset: Catalyst prediction with 721,799 reactions and 888 catalyst types from USPTO. Task: Predict which catalyst facilitates the given reaction. (1) Reactant: N#N.[NH:3]1[C:11]2[C:6](=[CH:7][C:8](B(O)O)=[CH:9][CH:10]=2)[CH:5]=[CH:4]1.C(Cl)Cl.C([O-])([O-])=O.[Na+].[Na+].Br[C:25]1[CH:32]=[CH:31][C:28]([C:29]#[N:30])=[CH:27][CH:26]=1. The catalyst class is: 57. Product: [NH:3]1[C:11]2[C:6](=[CH:7][C:8]([C:25]3[CH:32]=[CH:31][C:28]([C:29]#[N:30])=[CH:27][CH:26]=3)=[CH:9][CH:10]=2)[CH:5]=[CH:4]1. (2) The catalyst class is: 17. Product: [Br:39][C:38]1[CH:37]=[CH:36][C:35]([O:40][C:41](=[O:43])[CH3:42])=[CH:34][C:33]=1[N:32]([CH2:29][CH3:30])[CH2:44][C:45]1[CH:50]=[CH:49][C:48]([O:51][CH2:52][CH2:53][N:54]2[CH2:55][CH2:56][CH2:57][CH2:58][CH2:59]2)=[C:47]([F:60])[CH:46]=1. Reactant: BrC1C=CC(O)=CC=1N(CC)CC1C=CC(OCCN2CCCCC2)=C(F)C=1.[C:29]([N:32]([CH2:44][C:45]1[CH:50]=[CH:49][C:48]([O:51][CH2:52][CH2:53][N:54]2[CH2:59][CH2:58][CH2:57][CH2:56][CH2:55]2)=[C:47]([F:60])[CH:46]=1)[C:33]1[CH:34]=[C:35]([O:40][C:41](=[O:43])[CH3:42])[CH:36]=[CH:37][C:38]=1[Br:39])(=O)[CH3:30].C(OC(=O)C)(=O)C.C(=O)(O)[O-].[Na+]. (3) Reactant: Br[C:2]1[N:6]([CH3:7])[CH:5]=[N:4][CH:3]=1.C([Mg]Cl)(C)C.[Li+].[Cl-].[Cl:15][C:16]1[C:25]([C:26]2[CH:31]=[CH:30][CH:29]=[CH:28][CH:27]=2)=[C:24]([Cl:32])[C:23]2[C:18](=[C:19]([CH3:35])[CH:20]=[C:21]([CH:33]=[O:34])[CH:22]=2)[N:17]=1. Product: [Cl:15][C:16]1[C:25]([C:26]2[CH:31]=[CH:30][CH:29]=[CH:28][CH:27]=2)=[C:24]([Cl:32])[C:23]2[C:18](=[C:19]([CH3:35])[CH:20]=[C:21]([CH:33]([C:2]3[N:6]([CH3:7])[CH:5]=[N:4][CH:3]=3)[OH:34])[CH:22]=2)[N:17]=1. The catalyst class is: 2. (4) Reactant: [C:1]([NH:4][C:5]1[S:9][C:8]2[C:10]([O:15][CH2:16][CH2:17][N:18]([CH2:21][CH3:22])[CH2:19][CH3:20])=[C:11](Br)[CH:12]=[CH:13][C:7]=2[C:6]=1[C:23]([O:25][CH2:26][CH3:27])=[O:24])(=[O:3])[CH3:2].[N:28]([C:31]1[CH:32]=[C:33](B(O)O)[CH:34]=[C:35]([CH2:37][N:38]=[N+:39]=[N-:40])[CH:36]=1)=[N+:29]=[N-:30].P([O-])([O-])([O-])=O.[K+].[K+].[K+]. Product: [C:1]([NH:4][C:5]1[S:9][C:8]2[C:10]([O:15][CH2:16][CH2:17][N:18]([CH2:21][CH3:22])[CH2:19][CH3:20])=[C:11]([C:33]3[CH:34]=[C:35]([CH2:37][N:38]=[N+:39]=[N-:40])[CH:36]=[C:31]([N:28]=[N+:29]=[N-:30])[CH:32]=3)[CH:12]=[CH:13][C:7]=2[C:6]=1[C:23]([O:25][CH2:26][CH3:27])=[O:24])(=[O:3])[CH3:2]. The catalyst class is: 47. (5) Reactant: [C:1]([NH:4][CH2:5][CH2:6][CH2:7][S:8]([O:11][CH2:12][C:13]([CH3:29])([CH3:28])[C@@H:14]([O:20]CC1C=CC=CC=1)[C:15]([O:17][CH2:18][CH3:19])=[O:16])(=[O:10])=[O:9])(=[O:3])[CH3:2]. Product: [C:1]([NH:4][CH2:5][CH2:6][CH2:7][S:8]([O:11][CH2:12][C:13]([CH3:28])([CH3:29])[C@@H:14]([OH:20])[C:15]([O:17][CH2:18][CH3:19])=[O:16])(=[O:9])=[O:10])(=[O:3])[CH3:2]. The catalyst class is: 29. (6) The catalyst class is: 6. Product: [Cl:1][C:2]1[CH:3]=[C:4]([CH:5]=[C:6]([Cl:8])[CH:7]=1)[O:9][Si:18]([CH:23]([CH3:25])[CH3:24])([CH:20]([CH3:22])[CH3:21])[CH:15]([CH3:17])[CH3:16]. Reactant: [Cl:1][C:2]1[CH:3]=[C:4]([OH:9])[CH:5]=[C:6]([Cl:8])[CH:7]=1.N1C=CN=C1.[CH:15]([Si:18]([CH:23]([CH3:25])[CH3:24])([CH:20]([CH3:22])[CH3:21])Cl)([CH3:17])[CH3:16].CN(C=O)C.